From a dataset of Full USPTO retrosynthesis dataset with 1.9M reactions from patents (1976-2016). Predict the reactants needed to synthesize the given product. (1) Given the product [P:50]([O:32][C@H:14]([C:15]1[CH:16]=[CH:17][C:18]([C:21]2[CH:22]=[N:23][C:24]([C:27]3([OH:31])[CH2:30][O:29][CH2:28]3)=[CH:25][CH:26]=2)=[CH:19][CH:20]=1)[C@H:13]([NH:12][C:10](=[O:11])[CH:9]([F:8])[F:35])[CH2:33][F:34])([O:49][CH2:42][C:43]1[CH:44]=[CH:45][CH:46]=[CH:47][CH:48]=1)([O:58][CH2:59][C:60]1[CH:61]=[CH:62][CH:63]=[CH:64][CH:65]=1)=[O:4], predict the reactants needed to synthesize it. The reactants are: FC(F)(F)C(O)=[O:4].[F:8][CH:9]([F:35])[C:10]([NH:12][C@H:13]([CH2:33][F:34])[C@H:14]([OH:32])[C:15]1[CH:20]=[CH:19][C:18]([C:21]2[CH:22]=[N:23][C:24]([C:27]3([OH:31])[CH2:30][O:29][CH2:28]3)=[CH:25][CH:26]=2)=[CH:17][CH:16]=1)=[O:11].N1C=CC=CC=1.[CH2:42]([O:49][P:50]([O:58][CH2:59][C:60]1[CH:65]=[CH:64][CH:63]=[CH:62][CH:61]=1)N(C(C)C)C(C)C)[C:43]1[CH:48]=[CH:47][CH:46]=[CH:45][CH:44]=1.OO.O. (2) Given the product [CH3:17][N:11]([CH2:12][C@@H:13]1[CH2:15][C@H:14]1[CH3:16])[C:9]1[CH:10]=[C:5]([CH:6]=[C:7]([N:18]([CH3:23])[S:19]([CH3:22])(=[O:21])=[O:20])[N:8]=1)[C:3]([NH:1][NH:2][C:43]([C@H:32]1[C@@H:33]([C:37]2[CH:42]=[CH:41][CH:40]=[CH:39][CH:38]=2)[CH2:34][CH2:35][CH2:36][N:31]1[C:29]([O:28][C:24]([CH3:27])([CH3:26])[CH3:25])=[O:30])=[O:44])=[O:4], predict the reactants needed to synthesize it. The reactants are: [NH:1]([C:3]([C:5]1[CH:10]=[C:9]([N:11]([CH3:17])[CH2:12][C@@H:13]2[CH2:15][C@H:14]2[CH3:16])[N:8]=[C:7]([N:18]([CH3:23])[S:19]([CH3:22])(=[O:21])=[O:20])[CH:6]=1)=[O:4])[NH2:2].[C:24]([O:28][C:29]([N:31]1[CH2:36][CH2:35][CH2:34][C@H:33]([C:37]2[CH:42]=[CH:41][CH:40]=[CH:39][CH:38]=2)[C@@H:32]1[C:43](O)=[O:44])=[O:30])([CH3:27])([CH3:26])[CH3:25].ON1C2C=CC=CC=2N=N1.C(N(C(C)C)CC)(C)C.C(=O)([O-])[O-]. (3) Given the product [Cl:1][C:2]1[N:18]=[CH:17][C:5]2[C:6]3[N:7]([CH:11]=[C:12]([C:14]4[N:39]([CH:27]([CH3:33])[CH3:28])[N:38]=[CH:35][N:16]=4)[N:13]=3)[CH2:8][CH2:9][O:10][C:4]=2[CH:3]=1, predict the reactants needed to synthesize it. The reactants are: [Cl:1][C:2]1[N:18]=[CH:17][C:5]2[C:6]3[N:7]([CH:11]=[C:12]([C:14]([NH2:16])=O)[N:13]=3)[CH2:8][CH2:9][O:10][C:4]=2[CH:3]=1.COC(OC)N(C)C.[C:27]1([CH3:33])C=CC=C[CH:28]=1.Cl.[CH:35]([NH:38][NH2:39])(C)C.C(O)(=O)C. (4) Given the product [CH3:10][O:56][C:54](=[O:55])[CH:53]([O:8][C:7]([C:3]1[CH:4]=[N:5][CH:6]=[CH:1][CH:2]=1)=[O:9])[CH2:52][C:51]([O:50][C:47]1[CH:48]=[CH:49][C:44]([CH2:41][CH:42]=[CH2:43])=[CH:45][C:46]=1[O:59][CH3:60])=[O:58], predict the reactants needed to synthesize it. The reactants are: [CH:1]1[CH:6]=[N:5][CH:4]=[C:3]([C:7]([OH:9])=[O:8])[CH:2]=1.[CH2:10](N(C(C)C)C(C)C)C.CCN=C=NCCCN(C)C.Cl.C1C=CC2N(O)N=NC=2C=1.[CH2:41]([C:44]1[CH:49]=[CH:48][C:47]([O:50][C:51](=[O:58])[CH2:52][CH:53](O)[C:54]([OH:56])=[O:55])=[C:46]([O:59][CH3:60])[CH:45]=1)[CH:42]=[CH2:43]. (5) Given the product [CH2:6]([O:13][CH2:14][CH2:15][CH2:16][CH2:17][CH2:18][CH2:19][CH2:20][CH2:21][CH2:22][C:23]1([CH3:28])[CH2:26][O:27][CH2:24]1)[C:7]1[CH:12]=[CH:11][CH:10]=[CH:9][CH:8]=1, predict the reactants needed to synthesize it. The reactants are: C([Li])CCC.[CH2:6]([O:13][CH2:14][CH2:15][CH2:16][CH2:17][CH2:18][CH2:19][CH2:20][CH2:21][CH2:22][C:23]([CH3:28])([CH2:26][OH:27])[CH2:24]O)[C:7]1[CH:12]=[CH:11][CH:10]=[CH:9][CH:8]=1.S(Cl)(C1C=CC(C)=CC=1)(=O)=O. (6) Given the product [CH2:10]([O:9][C:7](=[O:8])[C:6]([NH:12][C:13](=[O:14])[CH3:15])([CH2:29][C:28]([C:22]1[CH:23]=[CH:24][C:25]([Cl:27])=[CH:26][C:21]=1[NH2:20])=[O:31])[C:4]([O:3][CH2:2][CH3:1])=[O:5])[CH3:11], predict the reactants needed to synthesize it. The reactants are: [CH3:1][CH2:2][O:3][C:4]([CH:6]([NH:12][C:13]([CH3:15])=[O:14])[C:7]([O:9][CH2:10][CH3:11])=[O:8])=[O:5].[O-]CC.[Na+].[NH2:20][C:21]1[CH:26]=[C:25]([Cl:27])[CH:24]=[CH:23][C:22]=1[C:28](=[O:31])[CH2:29]Cl.[I-].[Na+].